Dataset: Forward reaction prediction with 1.9M reactions from USPTO patents (1976-2016). Task: Predict the product of the given reaction. (1) Given the reactants C(OC(=O)[NH:7][CH:8]([C:12](=[O:23])[NH:13][C:14]1[S:15][C:16]([C:19]([CH3:22])([CH3:21])[CH3:20])=[N:17][N:18]=1)[CH2:9][CH2:10][CH3:11])(C)(C)C.Cl, predict the reaction product. The product is: [C:19]([C:16]1[S:15][C:14]([NH:13][C:12](=[O:23])[CH:8]([NH2:7])[CH2:9][CH2:10][CH3:11])=[N:18][N:17]=1)([CH3:21])([CH3:20])[CH3:22]. (2) Given the reactants [NH2:1][CH:2]1[CH2:6][N:5]([C:7]2[CH:8]=[N:9][N:10]3[CH2:15][C@H:14]([CH3:16])[N:13]([C:17]([NH:19][C:20]4[CH:25]=[C:24]([F:26])[C:23]([F:27])=[C:22]([F:28])[CH:21]=4)=[O:18])[CH2:12][C:11]=23)[C:4](=[O:29])[CH2:3]1.CCN(CC)CC.[Cl:37][CH2:38][CH2:39][CH2:40][C:41](Cl)=[O:42], predict the reaction product. The product is: [Cl:37][CH2:38][CH2:39][CH2:40][C:41]([NH:1][CH:2]1[CH2:6][N:5]([C:7]2[CH:8]=[N:9][N:10]3[CH2:15][C@H:14]([CH3:16])[N:13]([C:17]([NH:19][C:20]4[CH:21]=[C:22]([F:28])[C:23]([F:27])=[C:24]([F:26])[CH:25]=4)=[O:18])[CH2:12][C:11]=23)[C:4](=[O:29])[CH2:3]1)=[O:42]. (3) Given the reactants [C:1]([NH:4][C:5]1[CH:10]=[C:9]([C:11]2[CH:16]=[CH:15][C:14]([Si](C)(C)C3C=CC=CC=3)=[C:13]([F:26])[C:12]=2[CH3:27])[N:8]=[C:7]([C:28]([O:30][CH3:31])=[O:29])[C:6]=1[Cl:32])(=[O:3])[CH3:2].[I:33]Cl, predict the reaction product. The product is: [C:1]([NH:4][C:5]1[CH:10]=[C:9]([C:11]2[CH:16]=[CH:15][C:14]([I:33])=[C:13]([F:26])[C:12]=2[CH3:27])[N:8]=[C:7]([C:28]([O:30][CH3:31])=[O:29])[C:6]=1[Cl:32])(=[O:3])[CH3:2]. (4) Given the reactants [F:1][C:2]1[CH:7]=[CH:6][C:5]([C:8]2[C:18]([C:19](=O)[CH:20]=[CH:21]N(C)C)=[C:11]3[CH:12]=[CH:13][C:14]([C:16]#[N:17])=[CH:15][N:10]3[N:9]=2)=[CH:4][CH:3]=1.[CH:26]1([NH:29][C:30]([NH2:32])=[NH:31])[CH2:28][CH2:27]1.C(=O)([O-])[O-].[K+].[K+].O, predict the reaction product. The product is: [CH:26]1([NH:29][C:30]2[N:32]=[C:19]([C:18]3[C:8]([C:5]4[CH:4]=[CH:3][C:2]([F:1])=[CH:7][CH:6]=4)=[N:9][N:10]4[CH:15]=[C:14]([C:16]#[N:17])[CH:13]=[CH:12][C:11]=34)[CH:20]=[CH:21][N:31]=2)[CH2:28][CH2:27]1. (5) The product is: [CH3:50][C:47]([CH3:51])([CH2:48][CH3:49])[CH2:46][C:45](=[O:52])[CH2:44][NH:43][C:41]([C:35]1([CH2:34][C:33]2[CH:53]=[CH:54][C:30]([C:27]3[CH:26]=[CH:25][C:24]([F:23])=[CH:29][N:28]=3)=[CH:31][CH:32]=2)[CH2:39][CH2:38][C:37](=[O:40])[NH:36]1)=[O:42]. Given the reactants CC(OI1(OC(C)=O)(OC(C)=O)OC(=O)C2C=CC=CC1=2)=O.[F:23][C:24]1[CH:25]=[CH:26][C:27]([C:30]2[CH:54]=[CH:53][C:33]([CH2:34][C:35]3([C:41]([NH:43][CH2:44][CH:45]([OH:52])[CH2:46][C:47]([CH3:51])([CH3:50])[CH2:48][CH3:49])=[O:42])[CH2:39][CH2:38][C:37](=[O:40])[NH:36]3)=[CH:32][CH:31]=2)=[N:28][CH:29]=1, predict the reaction product. (6) Given the reactants [H-].[Na+].[C:3]([O:7][C:8](=[O:51])[N:9]([CH2:27][CH:28]([C:30]1[CH:35]=[CH:34][C:33]([O:36]P(OC(C)(C)C)(OC(C)(C)C)=O)=[C:32]([CH:49]=[O:50])[CH:31]=1)[OH:29])[CH2:10][CH2:11][CH2:12][CH2:13][CH2:14][CH2:15][O:16][CH2:17][CH2:18][CH2:19][CH2:20][C:21]1[CH:26]=[CH:25][CH:24]=[CH:23][CH:22]=1)([CH3:6])([CH3:5])[CH3:4].[P:52]([O:64][CH2:65]Cl)([O:59][C:60]([CH3:63])([CH3:62])[CH3:61])([O:54][C:55]([CH3:58])([CH3:57])[CH3:56])=[O:53].C(O)(=O)CC(CC(O)=O)(C(O)=O)O, predict the reaction product. The product is: [C:3]([O:7][C:8](=[O:51])[N:9]([CH2:27][CH:28]([C:30]1[CH:35]=[CH:34][C:33]([O:36][CH2:65][O:64][P:52]([O:59][C:60]([CH3:63])([CH3:62])[CH3:61])([O:54][C:55]([CH3:58])([CH3:57])[CH3:56])=[O:53])=[C:32]([CH:49]=[O:50])[CH:31]=1)[OH:29])[CH2:10][CH2:11][CH2:12][CH2:13][CH2:14][CH2:15][O:16][CH2:17][CH2:18][CH2:19][CH2:20][C:21]1[CH:26]=[CH:25][CH:24]=[CH:23][CH:22]=1)([CH3:6])([CH3:4])[CH3:5].